From a dataset of Full USPTO retrosynthesis dataset with 1.9M reactions from patents (1976-2016). Predict the reactants needed to synthesize the given product. (1) Given the product [Br:11][C:12]1[CH:17]=[C:16]([CH:4]2[CH2:3][CH2:2][N:1]([C:7](=[O:10])[CH2:8][CH3:9])[CH2:6][CH2:5]2)[CH:15]=[N:14][CH:13]=1, predict the reactants needed to synthesize it. The reactants are: [N:1]1([C:7](=[O:10])[CH2:8][CH3:9])[CH2:6][CH:5]=[CH:4][CH2:3][CH2:2]1.[Br:11][C:12]1[CH:13]=[N:14][CH:15]=[C:16](I)[CH:17]=1.C(N(CC)CC)C.C(O)=O. (2) Given the product [CH2:1]1[C:5]2([CH2:10][CH2:9][CH2:8][CH:7]([OH:11])[CH2:6]2)[CH2:4][CH2:3][CH2:2]1, predict the reactants needed to synthesize it. The reactants are: [CH2:1]1[C:5]2([CH2:10][CH2:9][CH2:8][C:7](=[O:11])[CH2:6]2)[CH2:4][CH2:3][CH2:2]1.C[Mg]Cl.[Cl-].[NH4+].CC1(O)CCCC2(CCCC2)C1.